This data is from Forward reaction prediction with 1.9M reactions from USPTO patents (1976-2016). The task is: Predict the product of the given reaction. (1) Given the reactants [CH3:1][O:2][C:3]1[C:11]2[CH:10]=[C:9]([C:12]#[N:13])[O:8][C:7]=2[CH:6]=[CH:5][CH:4]=1.Cl.[NH2:15][OH:16].C(=O)([O-])O.[Na+], predict the reaction product. The product is: [OH:16][N:15]=[C:12]([NH2:13])[C:9]1[O:8][C:7]2[CH:6]=[CH:5][CH:4]=[C:3]([O:2][CH3:1])[C:11]=2[CH:10]=1. (2) Given the reactants [CH:1]1([CH2:7][C@H:8]([NH:19][C:20]([N:22]2[CH2:27][CH2:26][CH2:25][C@@H:24]([C@H:28]([C:37]3[CH:42]=[C:41]([F:43])[CH:40]=[C:39]([F:44])[C:38]=3[OH:45])[O:29][CH2:30][CH2:31][NH:32][C:33](=[O:36])[O:34][CH3:35])[CH2:23]2)=[O:21])[CH2:9][N:10](C)[C:11](OC(C)(C)C)=O)[CH2:6][CH2:5][CH2:4][CH2:3][CH2:2]1, predict the reaction product. The product is: [CH:1]1([CH2:7][C@H:8]([NH:19][C:20]([N:22]2[CH2:27][CH2:26][CH2:25][C@@H:24]([C@H:28]([C:37]3[CH:42]=[C:41]([F:43])[CH:40]=[C:39]([F:44])[C:38]=3[OH:45])[O:29][CH2:30][CH2:31][NH:32][C:33](=[O:36])[O:34][CH3:35])[CH2:23]2)=[O:21])[CH2:9][NH:10][CH3:11])[CH2:2][CH2:3][CH2:4][CH2:5][CH2:6]1.